From a dataset of Merck oncology drug combination screen with 23,052 pairs across 39 cell lines. Regression. Given two drug SMILES strings and cell line genomic features, predict the synergy score measuring deviation from expected non-interaction effect. (1) Drug 1: COC12C(COC(N)=O)C3=C(C(=O)C(C)=C(N)C3=O)N1CC1NC12. Drug 2: Cc1nc(Nc2ncc(C(=O)Nc3c(C)cccc3Cl)s2)cc(N2CCN(CCO)CC2)n1. Cell line: MSTO. Synergy scores: synergy=75.9. (2) Drug 1: CCN(CC)CCNC(=O)c1c(C)[nH]c(C=C2C(=O)Nc3ccc(F)cc32)c1C. Drug 2: COC1CC2CCC(C)C(O)(O2)C(=O)C(=O)N2CCCCC2C(=O)OC(C(C)CC2CCC(OP(C)(C)=O)C(OC)C2)CC(=O)C(C)C=C(C)C(O)C(OC)C(=O)C(C)CC(C)C=CC=CC=C1C. Cell line: VCAP. Synergy scores: synergy=18.1.